Dataset: Reaction yield outcomes from USPTO patents with 853,638 reactions. Task: Predict the reaction yield, written as a fraction of the theoretical maximum amount of product (1.0 means a 100% yield; for example, 0.34 means a 34% yield). (1) The reactants are O=[C:2]1[N:6]=[C:5]([C:7]2[CH:12]=[CH:11][CH:10]=[CH:9][CH:8]=2)[CH:4]([CH2:13][CH2:14][C:15]([O:17][CH3:18])=[O:16])[O:3]1.O(Cl)[Cl:20]. The catalyst is N1C=CC=CC=1. The product is [Cl:20][C:2]1[O:3][C:4]([CH2:13][CH2:14][C:15]([O:17][CH3:18])=[O:16])=[C:5]([C:7]2[CH:12]=[CH:11][CH:10]=[CH:9][CH:8]=2)[N:6]=1. The yield is 0.750. (2) The reactants are [C:1](Cl)(=[O:11])[CH2:2][CH2:3][CH2:4][CH2:5][CH2:6][CH2:7][CH2:8][CH2:9][CH3:10].[CH3:13][O:14][C:15]1[CH:41]=[CH:40][C:18]([CH2:19][O:20][C:21]2[CH:22]=[C:23]([CH:37]=[CH:38][CH:39]=2)[C:24]([NH:26][C:27]2[CH:32]=[CH:31][CH:30]=[CH:29][C:28]=2[S:33](=[O:36])(=[O:35])[NH2:34])=[O:25])=[CH:17][CH:16]=1. The catalyst is CN(C)C1C=CN=CC=1.O1CCCC1. The product is [CH3:13][O:14][C:15]1[CH:16]=[CH:17][C:18]([CH2:19][O:20][C:21]2[CH:22]=[C:23]([CH:37]=[CH:38][CH:39]=2)[C:24]([NH:26][C:27]2[CH:32]=[CH:31][CH:30]=[CH:29][C:28]=2[S:33]([NH:34][C:1](=[O:11])[CH2:2][CH2:3][CH2:4][CH2:5][CH2:6][CH2:7][CH2:8][CH2:9][CH3:10])(=[O:36])=[O:35])=[O:25])=[CH:40][CH:41]=1. The yield is 0.946. (3) The reactants are [CH3:1][N:2]1[C:11]2[C:6](=[CH:7][CH:8]=[CH:9][CH:10]=2)[CH2:5][CH2:4][CH2:3]1.O=P(Cl)(Cl)Cl.CN([CH:20]=[O:21])C. No catalyst specified. The product is [CH3:1][N:2]1[C:11]2[C:6](=[CH:7][C:8]([CH:20]=[O:21])=[CH:9][CH:10]=2)[CH2:5][CH2:4][CH2:3]1. The yield is 0.410. (4) The reactants are [CH2:1]([O:3][C:4](=[O:62])[CH2:5][N:6]([C:8](=[O:61])[C@@H:9]([NH:25][C:26](=[O:60])[C@@H:27]([NH:52]C(OC(C)(C)C)=O)[CH2:28][CH2:29][CH2:30][NH:31]/[C:32](/[NH2:51])=[N:33]\[S:34]([C:37]1[C:38]([CH3:50])=[C:39]([CH3:49])[C:40]2[O:44][C:43]([CH3:46])([CH3:45])[CH2:42][C:41]=2[C:47]=1[CH3:48])(=[O:36])=[O:35])[CH2:10][N:11]([CH3:24])[S:12]([C:15]1[CH:20]=[CH:19][CH:18]=[CH:17][C:16]=1[N+:21]([O-:23])=[O:22])(=[O:14])=[O:13])[CH3:7])[CH3:2].Cl. The catalyst is C(Cl)Cl.O1CCOCC1. The product is [CH2:1]([O:3][C:4](=[O:62])[CH2:5][N:6]([C:8](=[O:61])[C@@H:9]([NH:25][C:26](=[O:60])[C@@H:27]([NH2:52])[CH2:28][CH2:29][CH2:30][NH:31]/[C:32](/[NH2:51])=[N:33]\[S:34]([C:37]1[C:38]([CH3:50])=[C:39]([CH3:49])[C:40]2[O:44][C:43]([CH3:45])([CH3:46])[CH2:42][C:41]=2[C:47]=1[CH3:48])(=[O:35])=[O:36])[CH2:10][N:11]([CH3:24])[S:12]([C:15]1[CH:20]=[CH:19][CH:18]=[CH:17][C:16]=1[N+:21]([O-:23])=[O:22])(=[O:14])=[O:13])[CH3:7])[CH3:2]. The yield is 1.00. (5) The reactants are [C:1]([O:4][CH2:5][C:6](=[O:28])[C@@H:7]1[C@:23]2([CH3:24])[CH:10]([CH:11]3[C:20](=[CH:21][CH2:22]2)[C@:19]2([CH3:25])[C:14](=[CH:15][C:16](=[O:26])[CH:17]=[CH:18]2)[CH2:13][CH2:12]3)[CH2:9][C@H:8]1[CH3:27])(=[O:3])[CH3:2].C([SiH](CC)CC)C. The catalyst is C1C=CC(P(C2C=CC=CC=2)C2C=CC=CC=2)=CC=1.C1C=CC(P(C2C=CC=CC=2)C2C=CC=CC=2)=CC=1.C1C=CC(P(C2C=CC=CC=2)C2C=CC=CC=2)=CC=1.[Cl-].[Rh].C(Cl)Cl. The product is [C:1]([O:4][CH2:5][C:6](=[O:28])[C@@H:7]1[C@:23]2([CH3:24])[CH:10]([CH:11]3[C:20](=[CH:21][CH2:22]2)[C@:19]2([CH3:25])[C:14](=[CH:15][C:16](=[O:26])[CH2:17][CH2:18]2)[CH2:13][CH2:12]3)[CH2:9][C@H:8]1[CH3:27])(=[O:3])[CH3:2]. The yield is 0.300. (6) The reactants are C(=O)([O-])[O-].[K+].[K+].[NH:7]1[CH2:11][CH2:10][CH2:9][CH2:8]1.[I-].[Na+].Br[CH2:15][CH2:16][CH2:17][CH2:18][CH2:19][N:20]1[C:24](=[O:25])[C:23]2=[CH:26][CH:27]=[CH:28][CH:29]=[C:22]2[C:21]1=[O:30]. The catalyst is C(O)C.CC(C)=O. The product is [N:7]1([CH2:15][CH2:16][CH2:17][CH2:18][CH2:19][N:20]2[C:21](=[O:30])[C:22]3=[CH:29][CH:28]=[CH:27][CH:26]=[C:23]3[C:24]2=[O:25])[CH2:11][CH2:10][CH2:9][CH2:8]1. The yield is 0.450. (7) The reactants are [CH:1]([Si:4]([CH:36]([CH3:38])[CH3:37])([CH:33]([CH3:35])[CH3:34])[O:5][C@H:6]1[CH2:11][CH2:10][CH2:9][N:8]([C:12]2[N:16]3[CH:17]=[C:18]([O:21][C@H:22]4[C:31]5[C:26](=[CH:27][CH:28]=[CH:29][CH:30]=5)[C@@H:25]([NH2:32])[CH2:24][CH2:23]4)[CH:19]=[CH:20][C:15]3=[N:14][N:13]=2)[CH2:7]1)([CH3:3])[CH3:2].ClC(Cl)(Cl)C[O:42][C:43](=O)[NH:44][C:45]1[N:46]([C:54]2[CH:59]=[CH:58][C:57]([CH3:60])=[CH:56][CH:55]=2)[N:47]=[C:48]([C:50]([CH3:53])([CH3:52])[CH3:51])[CH:49]=1.CCN(C(C)C)C(C)C. The catalyst is O1CCOCC1. The product is [C:50]([C:48]1[CH:49]=[C:45]([NH:44][C:43]([NH:32][C@@H:25]2[C:26]3[C:31](=[CH:30][CH:29]=[CH:28][CH:27]=3)[C@H:22]([O:21][C:18]3[CH:19]=[CH:20][C:15]4[N:16]([C:12]([N:8]5[CH2:9][CH2:10][CH2:11][C@H:6]([O:5][Si:4]([CH:1]([CH3:3])[CH3:2])([CH:33]([CH3:35])[CH3:34])[CH:36]([CH3:38])[CH3:37])[CH2:7]5)=[N:13][N:14]=4)[CH:17]=3)[CH2:23][CH2:24]2)=[O:42])[N:46]([C:54]2[CH:59]=[CH:58][C:57]([CH3:60])=[CH:56][CH:55]=2)[N:47]=1)([CH3:53])([CH3:51])[CH3:52]. The yield is 0.600. (8) The yield is 0.770. The catalyst is N1CCCCC1.C(O)C. The reactants are [CH:1](=O)[C:2]1[CH:7]=[CH:6][CH:5]=[CH:4][CH:3]=1.[C:9](#[N:13])[CH2:10][C:11]#[N:12].[C:14]([CH2:16][C:17]([NH2:19])=[S:18])#[N:15].O. The product is [NH2:12][C:11]1[S:18][C:17]([NH2:19])=[C:16]([C:14]#[N:15])[CH:1]([C:2]2[CH:7]=[CH:6][CH:5]=[CH:4][CH:3]=2)[C:10]=1[C:9]#[N:13].